From a dataset of Full USPTO retrosynthesis dataset with 1.9M reactions from patents (1976-2016). Predict the reactants needed to synthesize the given product. Given the product [CH2:1]([O:3][C:4](=[O:38])[CH:5]([C:22]1[N:23]([CH3:37])[C:24]2[C:29]([C:30]=1[S:31][C:32]([CH3:33])([CH3:35])[CH3:34])=[CH:28][C:27]([OH:36])=[CH:26][CH:25]=2)[CH2:6][C:7]1[CH:8]=[CH:9][CH:10]=[C:11]([C:40]2[N:45]=[CH:44][C:43]([F:46])=[CH:42][N:41]=2)[CH:12]=1)[CH3:2], predict the reactants needed to synthesize it. The reactants are: [CH2:1]([O:3][C:4](=[O:38])[CH:5]([C:22]1[N:23]([CH3:37])[C:24]2[C:29]([C:30]=1[S:31][C:32]([CH3:35])([CH3:34])[CH3:33])=[CH:28][C:27]([OH:36])=[CH:26][CH:25]=2)[CH2:6][C:7]1[CH:12]=[CH:11][CH:10]=[C:9](B2OC(C)(C)C(C)(C)O2)[CH:8]=1)[CH3:2].Cl[C:40]1[N:45]=[CH:44][C:43]([F:46])=[CH:42][N:41]=1.